From a dataset of Forward reaction prediction with 1.9M reactions from USPTO patents (1976-2016). Predict the product of the given reaction. (1) Given the reactants [F:1][C:2]1[CH:7]=[CH:6][C:5]([CH:8]([NH:21][C:22](=O)[C:23]2[CH:28]=[CH:27][CH:26]=[CH:25][CH:24]=2)[C:9](=O)[C:10]2[CH:15]=[CH:14][N:13]=[C:12]([S:16][CH2:17][CH2:18][CH3:19])[N:11]=2)=[CH:4][CH:3]=1.[NH2:30][CH2:31][CH2:32][C@H:33]1[O:38][B:37]([C:39]2[CH:44]=[CH:43][CH:42]=[CH:41][CH:40]=2)[O:36][C@@H:35]([CH2:45][C:46]([O:48][C:49]([CH3:52])([CH3:51])[CH3:50])=[O:47])[CH2:34]1.C(O)(=O)C, predict the reaction product. The product is: [F:1][C:2]1[CH:7]=[CH:6][C:5]([C:8]2[N:21]=[C:22]([C:23]3[CH:28]=[CH:27][CH:26]=[CH:25][CH:24]=3)[N:30]([CH2:31][CH2:32][C@H:33]3[O:38][B:37]([C:39]4[CH:40]=[CH:41][CH:42]=[CH:43][CH:44]=4)[O:36][C@@H:35]([CH2:45][C:46]([O:48][C:49]([CH3:52])([CH3:51])[CH3:50])=[O:47])[CH2:34]3)[C:9]=2[C:10]2[CH:15]=[CH:14][N:13]=[C:12]([S:16][CH2:17][CH2:18][CH3:19])[N:11]=2)=[CH:4][CH:3]=1. (2) The product is: [Br:1][C:2]1[CH:12]=[CH:11][C:5]([O:6][CH2:7][C:8]([NH:25][NH2:26])=[O:9])=[CH:4][CH:3]=1. Given the reactants [Br:1][C:2]1[CH:12]=[CH:11][C:5]([O:6][CH2:7][C:8](O)=[O:9])=[CH:4][CH:3]=1.C1N=CN(C(N2C=NC=C2)=O)C=1.[NH2:25][NH2:26], predict the reaction product. (3) Given the reactants [C:1]([O:5][C:6]([N:8]1[CH2:13][CH2:12][N:11]([C:14]2[C:15](=[O:20])[NH:16][CH:17]=[CH:18][N:19]=2)[CH2:10][CH2:9]1)=[O:7])([CH3:4])([CH3:3])[CH3:2].CC([O-])(C)C.[K+].CS(O[CH2:32][CH2:33][CH2:34][C:35]1[CH:40]=[C:39]([F:41])[C:38]([F:42])=[CH:37][C:36]=1[F:43])(=O)=O.O, predict the reaction product. The product is: [F:43][C:36]1[CH:37]=[C:38]([F:42])[C:39]([F:41])=[CH:40][C:35]=1[CH2:34][CH2:33][CH2:32][N:16]1[CH:17]=[CH:18][N:19]=[C:14]([N:11]2[CH2:10][CH2:9][N:8]([C:6]([O:5][C:1]([CH3:4])([CH3:2])[CH3:3])=[O:7])[CH2:13][CH2:12]2)[C:15]1=[O:20]. (4) Given the reactants [CH2:1]([O:8][C:9]([N:11]1[CH2:16][CH2:15][NH:14][CH2:13][C@H:12]1[CH3:17])=[O:10])[C:2]1[CH:7]=[CH:6][CH:5]=[CH:4][CH:3]=1.[CH2:18]([O:25][C:26]1[CH:31]=[CH:30][C:29](Br)=[CH:28][CH:27]=1)[C:19]1[CH:24]=[CH:23][CH:22]=[CH:21][CH:20]=1.C(=O)([O-])[O-].[Cs+].[Cs+].F[B-](F)(F)F.C(P(C(C)(C)C)C(C)(C)C)(C)(C)C, predict the reaction product. The product is: [CH2:1]([O:8][C:9]([N:11]1[CH2:16][CH2:15][N:14]([C:29]2[CH:30]=[CH:31][C:26]([O:25][CH2:18][C:19]3[CH:24]=[CH:23][CH:22]=[CH:21][CH:20]=3)=[CH:27][CH:28]=2)[CH2:13][C@H:12]1[CH3:17])=[O:10])[C:2]1[CH:3]=[CH:4][CH:5]=[CH:6][CH:7]=1. (5) Given the reactants C(OC([NH:8][CH2:9][CH2:10][O:11][C:12]1[CH:37]=[C:36]([N:38]2[CH2:43][CH2:42][O:41][CH2:40][CH2:39]2)[CH:35]=[CH:34][C:13]=1[C:14]([NH:16][C:17]1[CH:32]=[C:31]([F:33])[CH:30]=[CH:29][C:18]=1[C:19]([NH:21][C:22]1[CH:27]=[CH:26][C:25]([Cl:28])=[CH:24][N:23]=1)=[O:20])=[O:15])=O)(C)(C)C.C1(OC)C=CC=CC=1.[F:52][C:53]([F:58])([F:57])[C:54]([OH:56])=[O:55], predict the reaction product. The product is: [F:52][C:53]([F:58])([F:57])[C:54]([OH:56])=[O:55].[NH2:8][CH2:9][CH2:10][O:11][C:12]1[CH:37]=[C:36]([N:38]2[CH2:43][CH2:42][O:41][CH2:40][CH2:39]2)[CH:35]=[CH:34][C:13]=1[C:14]([NH:16][C:17]1[CH:32]=[C:31]([F:33])[CH:30]=[CH:29][C:18]=1[C:19]([NH:21][C:22]1[CH:27]=[CH:26][C:25]([Cl:28])=[CH:24][N:23]=1)=[O:20])=[O:15]. (6) Given the reactants Cl.Cl.[CH2:3]([O:5][C:6](=[O:12])[CH2:7][NH:8][CH2:9][CH2:10][NH2:11])[CH3:4].[Cl:13][C:14]1[CH:19]=[C:18]([N+:20]([O-:22])=[O:21])[CH:17]=[CH:16][C:15]=1[C:23]1[S:27][C:26]([S:28](Cl)(=[O:30])=[O:29])=[N:25][N:24]=1, predict the reaction product. The product is: [CH2:3]([O:5][C:6](=[O:12])[CH2:7][NH:8][CH2:9][CH2:10][NH:11][S:28]([C:26]1[S:27][C:23]([C:15]2[CH:16]=[CH:17][C:18]([N+:20]([O-:22])=[O:21])=[CH:19][C:14]=2[Cl:13])=[N:24][N:25]=1)(=[O:30])=[O:29])[CH3:4]. (7) The product is: [NH2:20][C:18]1[N:17]=[CH:16][N:15]=[C:14]2[N:13]([C@@H:21]3[CH2:26][CH2:25][CH2:24][N:23]([C:66](=[O:67])[CH2:65][C:63]#[N:64])[CH2:22]3)[N:12]=[C:11]([C:8]3[CH:7]=[CH:6][C:5]([O:4][C:3]4[CH:27]=[C:28]([F:31])[CH:29]=[CH:30][C:2]=4[F:1])=[CH:10][CH:9]=3)[C:19]=12. Given the reactants [F:1][C:2]1[CH:30]=[CH:29][C:28]([F:31])=[CH:27][C:3]=1[O:4][C:5]1[CH:10]=[CH:9][C:8]([C:11]2[C:19]3[C:14](=[N:15][CH:16]=[N:17][C:18]=3[NH2:20])[N:13]([C@@H:21]3[CH2:26][CH2:25][CH2:24][NH:23][CH2:22]3)[N:12]=2)=[CH:7][CH:6]=1.CN(C(ON1N=NC2C=CC=NC1=2)=[N+](C)C)C.F[P-](F)(F)(F)(F)F.C(N(CC)CC)C.[C:63]([CH2:65][C:66](O)=[O:67])#[N:64], predict the reaction product.